From a dataset of Serine/threonine kinase 33 screen with 319,792 compounds. Binary Classification. Given a drug SMILES string, predict its activity (active/inactive) in a high-throughput screening assay against a specified biological target. (1) The molecule is S(=O)(=O)(Nc1c(C(=O)N2CCOCC2)cccc1)c1c(cc(cc1C)C)C. The result is 0 (inactive). (2) The molecule is O=C(NC1CC1)CN1C(=O)C(NC1=O)(c1ccc(OC)cc1)C. The result is 0 (inactive). (3) The molecule is O=c1[nH]c2c(nc1)cc([N+]([O-])=O)cc2. The result is 0 (inactive). (4) The drug is S(=O)(=O)(NC(C)C)c1ccc(CCC(=O)N2CCN(CC2)c2c(OC)cccc2)cc1. The result is 0 (inactive).